Dataset: Full USPTO retrosynthesis dataset with 1.9M reactions from patents (1976-2016). Task: Predict the reactants needed to synthesize the given product. (1) Given the product [N+:16]([C:19]1[CH:26]=[CH:25][C:22]([CH:23]=[CH:1][C:2]2[C:15]3[C:10]([N:9]=[C:8]4[C:3]=2[CH:4]=[CH:5][CH:6]=[CH:7]4)=[CH:11][CH:12]=[CH:13][CH:14]=3)=[CH:21][CH:20]=1)([O-:18])=[O:17], predict the reactants needed to synthesize it. The reactants are: [CH3:1][C:2]1[C:3]2[C:8]([N:9]=[C:10]3[C:15]=1[CH:14]=[CH:13][CH:12]=[CH:11]3)=[CH:7][CH:6]=[CH:5][CH:4]=2.[N+:16]([C:19]1[CH:26]=[CH:25][C:22]([CH:23]=O)=[CH:21][CH:20]=1)([O-:18])=[O:17]. (2) Given the product [CH3:1][C:2]1[NH:6][N:5]=[CH:4][C:3]=1[C:13]1[CH:14]=[C:15]2[C:19](=[CH:20][CH:21]=1)[N:18]([CH2:22][CH:23]1[CH2:28][CH2:27][N:26]([C:29](=[O:38])[CH2:30][CH2:31][C:32]3[CH:33]=[CH:34][CH:35]=[CH:36][CH:37]=3)[CH2:25][CH2:24]1)[CH:17]=[CH:16]2, predict the reactants needed to synthesize it. The reactants are: [CH3:1][C:2]1[N:6](C2CCCCO2)[N:5]=[CH:4][C:3]=1[C:13]1[CH:14]=[C:15]2[C:19](=[CH:20][CH:21]=1)[N:18]([CH2:22][CH:23]1[CH2:28][CH2:27][N:26]([C:29](=[O:38])[CH2:30][CH2:31][C:32]3[CH:37]=[CH:36][CH:35]=[CH:34][CH:33]=3)[CH2:25][CH2:24]1)[CH:17]=[CH:16]2.CC1C=CC(S(O)(=O)=O)=CC=1.C(OCC)(=O)C.O. (3) Given the product [CH3:22][N:23]([CH3:33])[C:24]([C:26]1[CH:31]=[C:30]([O:8][C:5]2[CH:6]=[CH:7][C:2]([NH2:1])=[C:3]([N+:9]([O-:11])=[O:10])[CH:4]=2)[CH:29]=[CH:28][N:27]=1)=[O:25], predict the reactants needed to synthesize it. The reactants are: [NH2:1][C:2]1[CH:7]=[CH:6][C:5]([OH:8])=[CH:4][C:3]=1[N+:9]([O-:11])=[O:10].C[Si]([N-][Si](C)(C)C)(C)C.[K+].[CH3:22][N:23]([CH3:33])[C:24]([C:26]1[CH:31]=[C:30](Cl)[CH:29]=[CH:28][N:27]=1)=[O:25].C(=O)([O-])[O-].[K+].[K+]. (4) Given the product [CH2:17]([CH:25]([O:14][C:6]1[C:7]2[S:8][CH:9]=[CH:10][C:11]=2[C:12]([O:13][CH:25]([CH2:17][CH2:18][CH2:19][CH2:20][CH2:21][CH2:22][CH2:23][CH3:24])[CH2:26][CH2:27][CH2:28][CH2:29][CH2:30][CH2:31][CH2:32][CH3:33])=[C:2]2[S:1][CH:5]=[CH:4][C:3]=12)[CH2:26][CH2:27][CH2:28][CH2:29][CH2:30][CH2:31][CH2:32][CH3:33])[CH2:18][CH2:19][CH2:20][CH2:21][CH2:22][CH2:23][CH3:24], predict the reactants needed to synthesize it. The reactants are: [S:1]1[CH:5]=[CH:4][C:3]2[C:6](=[O:14])[C:7]3[S:8][CH:9]=[CH:10][C:11]=3[C:12](=[O:13])[C:2]1=2.[OH-].[Na+].[CH2:17]([CH:25](OS(C1C=CC(C)=CC=1)(=O)=O)[CH2:26][CH2:27][CH2:28][CH2:29][CH2:30][CH2:31][CH2:32][CH3:33])[CH2:18][CH2:19][CH2:20][CH2:21][CH2:22][CH2:23][CH3:24]. (5) Given the product [CH2:1]([C:8]1[C:9]2[CH2:32][N:31]([CH2:34][CH2:33][OH:35])[CH2:30][CH2:29][C:10]=2[N:11]=[C:12]([NH:14][C:15]2[CH:20]=[CH:19][C:18]([N:21]3[CH:25]=[C:24]([CH3:26])[N:23]=[CH:22]3)=[C:17]([O:27][CH3:28])[CH:16]=2)[N:13]=1)[C:2]1[CH:3]=[CH:4][CH:5]=[CH:6][CH:7]=1, predict the reactants needed to synthesize it. The reactants are: [CH2:1]([C:8]1[C:9]2[CH2:32][NH:31][CH2:30][CH2:29][C:10]=2[N:11]=[C:12]([NH:14][C:15]2[CH:20]=[CH:19][C:18]([N:21]3[CH:25]=[C:24]([CH3:26])[N:23]=[CH:22]3)=[C:17]([O:27][CH3:28])[CH:16]=2)[N:13]=1)[C:2]1[CH:7]=[CH:6][CH:5]=[CH:4][CH:3]=1.[C:33](O)(=[O:35])[CH3:34].C(O)C=O.C([BH3-])#N.[Na+]. (6) Given the product [Cl:2][C:3]1[C:4]([F:20])=[CH:5][C:6]([CH:10]2[CH2:15][CH:14]([C:16]([O:18][CH3:19])=[O:17])[CH2:13][CH2:12][N:11]2[C:30]([O:31][CH3:32])=[O:33])=[CH:7][C:8]=1[F:9], predict the reactants needed to synthesize it. The reactants are: Cl.[Cl:2][C:3]1[C:8]([F:9])=[CH:7][C:6]([CH:10]2[CH2:15][CH:14]([C:16]([O:18][CH3:19])=[O:17])[CH2:13][CH2:12][NH:11]2)=[CH:5][C:4]=1[F:20].CCN(C(C)C)C(C)C.[C:30](Cl)(=[O:33])[O:31][CH3:32].Cl. (7) Given the product [NH2:1][C@H:2]([C:7]([O:9][CH2:29][C:19]1[CH:24]=[CH:23][CH:22]=[CH:21][CH:20]=1)=[O:8])[CH2:3][C:4]([O:6][CH2:10][C:11]1[CH:16]=[CH:15][CH:14]=[CH:13][CH:12]=1)=[O:5], predict the reactants needed to synthesize it. The reactants are: [NH2:1][C@H:2]([C:7]([OH:9])=[O:8])[CH2:3][C:4]([OH:6])=[O:5].[CH2:10](O)[C:11]1[CH:16]=[CH:15][CH:14]=[CH:13][CH:12]=1.O.[C:19]1([CH3:29])[CH:24]=[CH:23][C:22](S(O)(=O)=O)=[CH:21][CH:20]=1.C1C=CC=CC=1. (8) Given the product [Cl:3][CH2:14][CH:13]([O:12][C:10]1[CH:11]=[C:6]([F:5])[C:7]([N:18]2[CH2:23][CH2:22][NH:21][CH2:20][CH2:19]2)=[C:8]([F:17])[CH:9]=1)[CH2:16][OH:15], predict the reactants needed to synthesize it. The reactants are: S(Cl)([Cl:3])=O.[F:5][C:6]1[CH:11]=[C:10]([O:12][CH:13]2[CH2:16][O:15][CH2:14]2)[CH:9]=[C:8]([F:17])[C:7]=1[N:18]1[CH2:23][CH2:22][N:21](C(OC(C)(C)C)=O)[CH2:20][CH2:19]1.